This data is from Reaction yield outcomes from USPTO patents with 853,638 reactions. The task is: Predict the reaction yield, written as a fraction of the theoretical maximum amount of product (1.0 means a 100% yield; for example, 0.34 means a 34% yield). (1) The reactants are [OH:1][C:2]1[CH:11]=[C:10]2[C:5]([C:6]([O:12][C:13]3[C:14]([CH3:23])=[N:15][C:16]4[C:21]([CH:22]=3)=[CH:20][CH:19]=[CH:18][N:17]=4)=[CH:7][CH:8]=[N:9]2)=[CH:4][C:3]=1[O:24][CH3:25].C(=O)([O-])[O-].[K+].[K+].[CH2:32]([CH:34]1[O:36][CH2:35]1)Br.O. The catalyst is CN(C)C=O. The product is [CH3:25][O:24][C:3]1[CH:4]=[C:5]2[C:10](=[CH:11][C:2]=1[O:1][CH2:32][CH:34]1[CH2:35][O:36]1)[N:9]=[CH:8][CH:7]=[C:6]2[O:12][C:13]1[C:14]([CH3:23])=[N:15][C:16]2[C:21]([CH:22]=1)=[CH:20][CH:19]=[CH:18][N:17]=2. The yield is 0.550. (2) The catalyst is C(OCC)(=O)CC. The yield is 0.130. The reactants are [CH3:1][N:2]([CH2:4][C:5]1[CH:23]=[CH:22][C:8](/[CH:9]=[N:10]/[C:11]2[CH:19]=[C:18]([F:20])[CH:17]=[C:16]3[C:12]=2[CH2:13][O:14][C:15]3=[O:21])=[CH:7][CH:6]=1)[CH3:3].[F:24][C:25]1[CH:32]=[CH:31][C:28]([CH:29]=O)=[CH:27][CH:26]=1.[O-:33][CH2:34][CH3:35].[Na+].C(O)C. The product is [CH3:1][N:2]([CH2:4][C:5]1[CH:23]=[CH:22][C:8]([CH:9]2[CH:29]([C:28]3[CH:31]=[CH:32][C:25]([F:24])=[CH:26][CH:27]=3)[C:34](=[O:33])[C:35]3[C:16]([C:15]([O:14][CH2:13][CH3:12])=[O:21])=[CH:17][C:18]([F:20])=[CH:19][C:11]=3[NH:10]2)=[CH:7][CH:6]=1)[CH3:3].